This data is from Forward reaction prediction with 1.9M reactions from USPTO patents (1976-2016). The task is: Predict the product of the given reaction. Given the reactants [CH3:1][O:2][C:3]1[CH:8]=[CH:7][C:6]([C:9]2[NH:10][C:11](=S)[N:12]([C:14]3[CH:19]=[CH:18][CH:17]=[C:16](OC)[CH:15]=3)[CH:13]=2)=[CH:5][CH:4]=1.N([O-])=O.[Na+].[C:27](O)(=[O:29])C, predict the reaction product. The product is: [CH3:27][O:29][C:17]1[CH:16]=[CH:15][C:14]([N:12]2[CH:13]=[C:9]([C:6]3[CH:5]=[CH:4][C:3]([O:2][CH3:1])=[CH:8][CH:7]=3)[N:10]=[CH:11]2)=[CH:19][CH:18]=1.